Dataset: Ames mutagenicity test results for genotoxicity prediction. Task: Regression/Classification. Given a drug SMILES string, predict its toxicity properties. Task type varies by dataset: regression for continuous values (e.g., LD50, hERG inhibition percentage) or binary classification for toxic/non-toxic outcomes (e.g., AMES mutagenicity, cardiotoxicity, hepatotoxicity). Dataset: ames. (1) The compound is CCc1cccc(CC)c1NC(=O)CCl. The result is 1 (mutagenic). (2) The drug is Cc1ccc(Br)cc1. The result is 0 (non-mutagenic). (3) The result is 0 (non-mutagenic). The drug is CC(=O)Nc1ccc(Oc2ccc(NC(C)=O)cc2)cc1. (4) The molecule is O=C(O)CCCc1ccc(NCCCl)cc1. The result is 1 (mutagenic). (5) The molecule is CCOC(=O)COc1ccc2c(=O)cc(-c3ccccc3)oc2c1. The result is 0 (non-mutagenic). (6) The molecule is C1=Cc2c3c1cccc3cc1ccc3ccccc3c21. The result is 1 (mutagenic). (7) The result is 1 (mutagenic). The compound is CC(=O)OCN(CCCCl)N=O.